Dataset: Reaction yield outcomes from USPTO patents with 853,638 reactions. Task: Predict the reaction yield, written as a fraction of the theoretical maximum amount of product (1.0 means a 100% yield; for example, 0.34 means a 34% yield). (1) The reactants are Cl.[CH3:2][C:3]1([CH3:14])[CH2:8][C:7]([CH3:10])([CH3:9])[CH2:6][C:5]([CH:12]=[CH2:13])([NH2:11])[CH2:4]1.C([O-])([O-])=O.[Na+].[Na+].Cl[C:22]([O:24][CH3:25])=[O:23]. The catalyst is C1COCC1.C(OCC)C. The product is [CH3:2][C:3]1([CH3:14])[CH2:8][C:7]([CH3:9])([CH3:10])[CH2:6][C:5]([NH:11][C:22](=[O:23])[O:24][CH3:25])([CH:12]=[CH2:13])[CH2:4]1. The yield is 0.870. (2) The reactants are [OH-].[Na+].O.NN.[CH2:6]([O:13][C:14]1[C:19]([Br:20])=[CH:18][C:17]([C:21](=O)[CH3:22])=[C:16]([O:24][CH3:25])[CH:15]=1)[C:7]1[CH:12]=[CH:11][CH:10]=[CH:9][CH:8]=1. The catalyst is C(O)COCCOCCO. The product is [CH2:6]([O:13][C:14]1[CH:15]=[C:16]([O:24][CH3:25])[C:17]([CH2:21][CH3:22])=[CH:18][C:19]=1[Br:20])[C:7]1[CH:8]=[CH:9][CH:10]=[CH:11][CH:12]=1. The yield is 0.400. (3) The product is [O:20]1[C:16]2[CH:15]=[C:14]([C:11]3([C:9]([NH:8][C:6]4[N:7]=[C:2]([C:29]5[CH:28]=[N:27][C:26]([O:25][CH3:24])=[CH:31][CH:30]=5)[CH:3]=[C:4]([CH3:23])[CH:5]=4)=[O:10])[CH2:13][CH2:12]3)[CH:22]=[CH:21][C:17]=2[CH2:18][CH2:19]1. The catalyst is COCCOC.C([O-])([O-])=O.[Na+].[Na+].C(OCC)(=O)C.C1C=CC([P]([Pd]([P](C2C=CC=CC=2)(C2C=CC=CC=2)C2C=CC=CC=2)([P](C2C=CC=CC=2)(C2C=CC=CC=2)C2C=CC=CC=2)[P](C2C=CC=CC=2)(C2C=CC=CC=2)C2C=CC=CC=2)(C2C=CC=CC=2)C2C=CC=CC=2)=CC=1. The reactants are Cl[C:2]1[N:7]=[C:6]([NH:8][C:9]([C:11]2([C:14]3[CH:22]=[CH:21][C:17]4[CH2:18][CH2:19][O:20][C:16]=4[CH:15]=3)[CH2:13][CH2:12]2)=[O:10])[CH:5]=[C:4]([CH3:23])[CH:3]=1.[CH3:24][O:25][C:26]1[CH:31]=[CH:30][C:29](B(O)O)=[CH:28][N:27]=1. The yield is 0.320. (4) The product is [F:1][C:2]1[C:7]([F:8])=[CH:6][CH:5]=[CH:4][C:3]=1[C@:9]1([CH3:28])[CH2:14][C@@H:13]([C:15]([F:18])([F:16])[F:17])[O:12][C:11]([NH2:19])=[N:10]1. The reactants are [F:1][C:2]1[C:7]([F:8])=[CH:6][CH:5]=[CH:4][C:3]=1[C@:9]1([CH3:28])[CH2:14][C@@H:13]([C:15]([F:18])([F:17])[F:16])[O:12][C:11]([NH:19]C(=O)C2C=CC=CC=2)=[N:10]1.N12CCCN=C1CCCCC2. The yield is 0.960. The catalyst is CO. (5) The yield is 0.960. The reactants are [NH2:1][C:2]1[N:7]=[CH:6][C:5]([C:8]2[CH:9]=[CH:10][C:11]3[O:17][CH2:16][CH2:15][N:14]([C:18]([O:20][C:21]([CH3:24])([CH3:23])[CH3:22])=[O:19])[CH2:13][C:12]=3[CH:25]=2)=[CH:4][C:3]=1[N+:26]([O-])=O. The product is [NH2:26][C:3]1[CH:4]=[C:5]([C:8]2[CH:9]=[CH:10][C:11]3[O:17][CH2:16][CH2:15][N:14]([C:18]([O:20][C:21]([CH3:23])([CH3:22])[CH3:24])=[O:19])[CH2:13][C:12]=3[CH:25]=2)[CH:6]=[N:7][C:2]=1[NH2:1]. The catalyst is [Pd].CO. (6) The reactants are [CH3:1][C:2]1([CH3:25])[CH2:7][CH:6]([C:8]([N:10]2[CH2:16][C:15]3[CH:17]=[CH:18][C:19]([C:21](OC)=[O:22])=[CH:20][C:14]=3[O:13][CH2:12][CH2:11]2)=[O:9])[CH2:5][CH2:4][O:3]1.[NH2:26][OH:27].[OH-].[Na+].Cl.O. The catalyst is CC#N.CO.C1COCC1. The product is [CH3:1][C:2]1([CH3:25])[CH2:7][CH:6]([C:8]([N:10]2[CH2:16][C:15]3[CH:17]=[CH:18][C:19]([C:21]([NH:26][OH:27])=[O:22])=[CH:20][C:14]=3[O:13][CH2:12][CH2:11]2)=[O:9])[CH2:5][CH2:4][O:3]1. The yield is 0.530. (7) The reactants are [Cl-].[Li+].[Cu](C#N)C#N.[CH:8]1([Mg]Cl)[CH2:12][CH2:11][CH2:10][CH2:9]1.C(OCC)C.[C:20]([O:24][CH3:25])(=[O:23])[C:21]#[CH:22].[I:26]I. The catalyst is O1CCCC1. The product is [CH3:25][O:24][C:20](=[O:23])/[C:21](/[I:26])=[CH:22]\[CH:8]1[CH2:12][CH2:11][CH2:10][CH2:9]1. The yield is 0.970. (8) The reactants are [CH2:1]([N:3]1[CH:7]=[C:6]([C:8]2[CH:13]=[CH:12][N:11]=[CH:10][CH:9]=2)[C:5]([C:14]2[C:15]([F:22])=[C:16]([NH2:21])[CH:17]=[CH:18][C:19]=2[F:20])=[N:4]1)[CH3:2].[F:23][C:24]1[CH:29]=[CH:28][C:27]([F:30])=[CH:26][C:25]=1[S:31](Cl)(=[O:33])=[O:32].S(Cl)(Cl)(=O)=O. The catalyst is N1C=CC=CC=1. The product is [CH2:1]([N:3]1[CH:7]=[C:6]([C:8]2[CH:13]=[CH:12][N:11]=[CH:10][CH:9]=2)[C:5]([C:14]2[C:15]([F:22])=[C:16]([NH:21][S:31]([C:25]3[CH:26]=[C:27]([F:30])[CH:28]=[CH:29][C:24]=3[F:23])(=[O:33])=[O:32])[CH:17]=[CH:18][C:19]=2[F:20])=[N:4]1)[CH3:2]. The yield is 0.620. (9) The reactants are C(Cl)(=O)C(Cl)=O.CS(C)=O.[OH:11][CH:12]1[CH2:19][CH2:18][CH:17]2[CH2:20][CH:13]1[CH2:14][N:15]([C:21]([O:23][CH2:24][CH3:25])=[O:22])[CH2:16]2.C(N(CC)CC)C. The catalyst is ClCCl. The product is [O:11]=[C:12]1[CH2:19][CH2:18][CH:17]2[CH2:20][CH:13]1[CH2:14][N:15]([C:21]([O:23][CH2:24][CH3:25])=[O:22])[CH2:16]2. The yield is 0.450.